Dataset: Peptide-MHC class II binding affinity with 134,281 pairs from IEDB. Task: Regression. Given a peptide amino acid sequence and an MHC pseudo amino acid sequence, predict their binding affinity value. This is MHC class II binding data. (1) The peptide sequence is SKISGEWYSIFLASD. The MHC is HLA-DPA10201-DPB10101 with pseudo-sequence HLA-DPA10201-DPB10101. The binding affinity (normalized) is 0.679. (2) The peptide sequence is NELQIVDKIDAAFKI. The MHC is DRB1_1201 with pseudo-sequence DRB1_1201. The binding affinity (normalized) is 0.495. (3) The peptide sequence is QVKVPKGAPCRIPVI. The MHC is DRB1_1101 with pseudo-sequence DRB1_1101. The binding affinity (normalized) is 0.142. (4) The peptide sequence is HVSINPADIATEEEL. The MHC is DRB1_0101 with pseudo-sequence DRB1_0101. The binding affinity (normalized) is 0.174. (5) The peptide sequence is DAKFPGGGQIVGGVY. The MHC is HLA-DQA10501-DQB10301 with pseudo-sequence HLA-DQA10501-DQB10301. The binding affinity (normalized) is 0.775.